From a dataset of Forward reaction prediction with 1.9M reactions from USPTO patents (1976-2016). Predict the product of the given reaction. Given the reactants [CH3:1][N:2]1[CH:6]=[C:5](B2OC(C)(C)C(C)(C)O2)[CH:4]=[N:3]1.[C:16]([O:20][C:21]([N:23]1[C:31]2[CH:30]=[C:29](Cl)[N:28]=[CH:27][C:26]=2[C:25]([CH3:34])([CH3:33])[CH2:24]1)=[O:22])([CH3:19])([CH3:18])[CH3:17].C(=O)([O-])[O-].[K+].[K+].C1(P(C2CCCCC2)C2C=CC=CC=2C2C(OC)=CC=CC=2OC)CCCCC1, predict the reaction product. The product is: [C:16]([O:20][C:21]([N:23]1[C:31]2[CH:30]=[C:29]([C:5]3[CH:4]=[N:3][N:2]([CH3:1])[CH:6]=3)[N:28]=[CH:27][C:26]=2[C:25]([CH3:34])([CH3:33])[CH2:24]1)=[O:22])([CH3:19])([CH3:17])[CH3:18].